The task is: Predict the reactants needed to synthesize the given product.. This data is from Full USPTO retrosynthesis dataset with 1.9M reactions from patents (1976-2016). (1) Given the product [CH:1]1([O:6][C:7]2[C:12]([O:13][CH3:14])=[CH:11][N:10]=[C:9]([CH:15]=[O:16])[CH:8]=2)[CH2:2][CH2:3][CH2:4][CH2:5]1, predict the reactants needed to synthesize it. The reactants are: [CH:1]1([O:6][C:7]2[C:12]([O:13][CH3:14])=[CH:11][N:10]=[C:9]([CH2:15][OH:16])[CH:8]=2)[CH2:5][CH2:4][CH2:3][CH2:2]1. (2) Given the product [C:1]([O:5][C:6]([NH:8][C:9]1([C:42]([OH:44])=[O:43])[CH2:10][CH2:11][N:12]([C:15]2[CH:20]=[CH:19][CH:18]=[C:17]([C:21]3[C:29]4[C:24](=[CH:25][N:26]=[C:27]([C:30]5[CH:31]=[N:32][CH:33]=[CH:34][CH:35]=5)[CH:28]=4)[N:23]([CH:36]4[CH2:41][CH2:40][CH2:39][CH2:38][O:37]4)[N:22]=3)[N:16]=2)[CH2:13][CH2:14]1)=[O:7])([CH3:4])([CH3:2])[CH3:3], predict the reactants needed to synthesize it. The reactants are: [C:1]([O:5][C:6]([NH:8][C:9]1([C:42]([O:44]C)=[O:43])[CH2:14][CH2:13][N:12]([C:15]2[CH:20]=[CH:19][CH:18]=[C:17]([C:21]3[C:29]4[C:24](=[CH:25][N:26]=[C:27]([C:30]5[CH:31]=[N:32][CH:33]=[CH:34][CH:35]=5)[CH:28]=4)[N:23]([CH:36]4[CH2:41][CH2:40][CH2:39][CH2:38][O:37]4)[N:22]=3)[N:16]=2)[CH2:11][CH2:10]1)=[O:7])([CH3:4])([CH3:3])[CH3:2].[OH-].[Li+]. (3) Given the product [ClH:43].[ClH:43].[NH2:10][C@@H:11]([CH:36]1[CH2:37][CH2:38][O:39][CH2:40][CH2:41]1)[C:12]([N:14]1[C@H:19]([C:20]([NH:21][C@H:22]2[C:31]3[C:26](=[CH:27][CH:28]=[CH:29][CH:30]=3)[O:25][CH2:24][CH2:23]2)=[O:32])[CH2:18][N:17]2[CH2:33][CH2:34][CH2:35][C@@H:16]2[CH2:15]1)=[O:13], predict the reactants needed to synthesize it. The reactants are: C(OC(=O)[NH:10][C@@H:11]([CH:36]1[CH2:41][CH2:40][O:39][CH2:38][CH2:37]1)[C:12]([N:14]1[C@H:19]([C:20](=[O:32])[NH:21][C@H:22]2[C:31]3[C:26](=[CH:27][CH:28]=[CH:29][CH:30]=3)[O:25][CH2:24][CH2:23]2)[CH2:18][N:17]2[CH2:33][CH2:34][CH2:35][C@@H:16]2[CH2:15]1)=[O:13])C1C=CC=CC=1.[ClH:43].CO. (4) Given the product [N:9]([C:12](=[CH:7][C:5]1[S:6][C:2]([Br:1])=[CH:3][CH:4]=1)[C:13]([O:15][CH2:16][CH3:17])=[O:14])=[N+:10]=[N-:11], predict the reactants needed to synthesize it. The reactants are: [Br:1][C:2]1[S:6][C:5]([CH:7]=O)=[CH:4][CH:3]=1.[N:9]([CH2:12][C:13]([O:15][CH2:16][CH3:17])=[O:14])=[N+:10]=[N-:11].C(O)C.[O-]CC.[Na+].[Cl-].[NH4+].